From a dataset of Catalyst prediction with 721,799 reactions and 888 catalyst types from USPTO. Predict which catalyst facilitates the given reaction. (1) Reactant: [C-:1]#[N:2].[K+].Cl[C:5]1[S:6][C:7]2[C:8]([N:18]=1)=[CH:9][C:10]1[CH2:11][CH2:12][CH2:13][N:14]([CH3:17])[C:15]=1[CH:16]=2.O. Product: [CH3:17][N:14]1[C:15]2[CH:16]=[C:7]3[S:6][C:5]([C:1]#[N:2])=[N:18][C:8]3=[CH:9][C:10]=2[CH2:11][CH2:12][CH2:13]1. The catalyst class is: 16. (2) The catalyst class is: 12. Reactant: [F:1][C:2]1[CH:7]=[C:6]([F:8])[CH:5]=[CH:4][C:3]=1[C:9]1[C:17]2[C:12](=[CH:13][CH:14]=[C:15]([C:18]3[S:19][C:20](S(C)(=O)=O)=[N:21][N:22]=3)[CH:16]=2)[N:11](S(C2C=CC(C)=CC=2)(=O)=O)[CH:10]=1.[OH-:37].[Na+]. Product: [F:1][C:2]1[CH:7]=[C:6]([F:8])[CH:5]=[CH:4][C:3]=1[C:9]1[C:17]2[C:12](=[CH:13][CH:14]=[C:15]([C:18]3[S:19][C:20]([OH:37])=[N:21][N:22]=3)[CH:16]=2)[NH:11][CH:10]=1.